From a dataset of Catalyst prediction with 721,799 reactions and 888 catalyst types from USPTO. Predict which catalyst facilitates the given reaction. The catalyst class is: 81. Product: [CH2:15]1[CH:14]([NH2:13])[CH2:19][CH2:18][CH:17]([NH:20][C:2]2[CH:3]=[CH:4][N:5]=[C:6]3[C:11]=2[CH:10]=[CH:9][C:8]([Cl:12])=[CH:7]3)[CH2:16]1. Reactant: Cl[C:2]1[C:11]2[C:6](=[CH:7][C:8]([Cl:12])=[CH:9][CH:10]=2)[N:5]=[CH:4][CH:3]=1.[NH2:13][C@H:14]1[CH2:19][CH2:18][C@H:17]([NH2:20])[CH2:16][CH2:15]1.[OH-].[Na+].C(OCC)(=O)C.